From a dataset of NCI-60 drug combinations with 297,098 pairs across 59 cell lines. Regression. Given two drug SMILES strings and cell line genomic features, predict the synergy score measuring deviation from expected non-interaction effect. (1) Cell line: SK-MEL-28. Drug 1: CC1=C2C(C(=O)C3(C(CC4C(C3C(C(C2(C)C)(CC1OC(=O)C(C(C5=CC=CC=C5)NC(=O)OC(C)(C)C)O)O)OC(=O)C6=CC=CC=C6)(CO4)OC(=O)C)OC)C)OC. Drug 2: CCCCC(=O)OCC(=O)C1(CC(C2=C(C1)C(=C3C(=C2O)C(=O)C4=C(C3=O)C=CC=C4OC)O)OC5CC(C(C(O5)C)O)NC(=O)C(F)(F)F)O. Synergy scores: CSS=27.8, Synergy_ZIP=1.78, Synergy_Bliss=1.87, Synergy_Loewe=-11.3, Synergy_HSA=0.791. (2) Drug 1: C1=CN(C=N1)CC(O)(P(=O)(O)O)P(=O)(O)O. Drug 2: CN(CC1=CN=C2C(=N1)C(=NC(=N2)N)N)C3=CC=C(C=C3)C(=O)NC(CCC(=O)O)C(=O)O. Cell line: NCI-H460. Synergy scores: CSS=66.2, Synergy_ZIP=12.7, Synergy_Bliss=10.2, Synergy_Loewe=-29.8, Synergy_HSA=7.94. (3) Drug 1: C1CC(C1)(C(=O)O)C(=O)O.[NH2-].[NH2-].[Pt+2]. Drug 2: C1=NC2=C(N1)C(=S)N=CN2. Cell line: A549. Synergy scores: CSS=22.0, Synergy_ZIP=-11.2, Synergy_Bliss=-3.83, Synergy_Loewe=-20.0, Synergy_HSA=-1.60. (4) Drug 1: CC1=C(C(CCC1)(C)C)C=CC(=CC=CC(=CC(=O)O)C)C. Drug 2: CC1CCC2CC(C(=CC=CC=CC(CC(C(=O)C(C(C(=CC(C(=O)CC(OC(=O)C3CCCCN3C(=O)C(=O)C1(O2)O)C(C)CC4CCC(C(C4)OC)O)C)C)O)OC)C)C)C)OC. Cell line: KM12. Synergy scores: CSS=1.63, Synergy_ZIP=0.220, Synergy_Bliss=-0.388, Synergy_Loewe=0.442, Synergy_HSA=-1.59.